From a dataset of Forward reaction prediction with 1.9M reactions from USPTO patents (1976-2016). Predict the product of the given reaction. The product is: [CH3:30][N:28]([CH3:29])[C:26](=[O:27])[C:25]1[CH:31]=[CH:32][CH:33]=[C:23]([CH2:22][O:1][C:2]2[CH:7]=[CH:6][C:5]([C:8]([N:10]3[CH2:14][CH2:13][CH2:12][C@H:11]3[CH2:15][N:16]3[CH2:17][CH2:18][CH2:19][CH2:20]3)=[O:9])=[CH:4][CH:3]=2)[CH:24]=1. Given the reactants [OH:1][C:2]1[CH:7]=[CH:6][C:5]([C:8]([N:10]2[CH2:14][CH2:13][CH2:12][C@H:11]2[CH2:15][N:16]2[CH2:20][CH2:19][CH2:18][CH2:17]2)=[O:9])=[CH:4][CH:3]=1.Cl[CH2:22][C:23]1[CH:24]=[C:25]([CH:31]=[CH:32][CH:33]=1)[C:26]([N:28]([CH3:30])[CH3:29])=[O:27], predict the reaction product.